This data is from NCI-60 drug combinations with 297,098 pairs across 59 cell lines. The task is: Regression. Given two drug SMILES strings and cell line genomic features, predict the synergy score measuring deviation from expected non-interaction effect. (1) Drug 1: CC1=C(C=C(C=C1)C(=O)NC2=CC(=CC(=C2)C(F)(F)F)N3C=C(N=C3)C)NC4=NC=CC(=N4)C5=CN=CC=C5. Drug 2: C1CN1C2=NC(=NC(=N2)N3CC3)N4CC4. Cell line: MDA-MB-435. Synergy scores: CSS=9.10, Synergy_ZIP=-4.32, Synergy_Bliss=-0.436, Synergy_Loewe=0.855, Synergy_HSA=-0.280. (2) Drug 1: C1=CC(=CC=C1C#N)C(C2=CC=C(C=C2)C#N)N3C=NC=N3. Drug 2: C1=NC2=C(N1)C(=S)N=CN2. Cell line: HCC-2998. Synergy scores: CSS=27.3, Synergy_ZIP=-4.58, Synergy_Bliss=0.117, Synergy_Loewe=-6.68, Synergy_HSA=3.88. (3) Drug 1: CCCCCOC(=O)NC1=NC(=O)N(C=C1F)C2C(C(C(O2)C)O)O. Drug 2: CS(=O)(=O)CCNCC1=CC=C(O1)C2=CC3=C(C=C2)N=CN=C3NC4=CC(=C(C=C4)OCC5=CC(=CC=C5)F)Cl. Cell line: NCI-H226. Synergy scores: CSS=-1.42, Synergy_ZIP=-0.115, Synergy_Bliss=-0.0730, Synergy_Loewe=-1.22, Synergy_HSA=-1.21. (4) Drug 1: CNC(=O)C1=CC=CC=C1SC2=CC3=C(C=C2)C(=NN3)C=CC4=CC=CC=N4. Drug 2: B(C(CC(C)C)NC(=O)C(CC1=CC=CC=C1)NC(=O)C2=NC=CN=C2)(O)O. Cell line: OVCAR-8. Synergy scores: CSS=0.729, Synergy_ZIP=1.00, Synergy_Bliss=0.347, Synergy_Loewe=0.0267, Synergy_HSA=-1.20. (5) Drug 2: CC1CCCC2(C(O2)CC(NC(=O)CC(C(C(=O)C(C1O)C)(C)C)O)C(=CC3=CSC(=N3)C)C)C. Cell line: UACC62. Drug 1: C1=NC2=C(N=C(N=C2N1C3C(C(C(O3)CO)O)O)F)N. Synergy scores: CSS=35.8, Synergy_ZIP=1.64, Synergy_Bliss=0.780, Synergy_Loewe=-28.3, Synergy_HSA=2.71.